Dataset: Forward reaction prediction with 1.9M reactions from USPTO patents (1976-2016). Task: Predict the product of the given reaction. (1) Given the reactants [C:1]([O:5][C:6](=[O:20])[N:7]([C@H:9]1[CH2:14][CH2:13][C@H:12]([C:15]#[C:16][CH2:17][CH2:18][OH:19])[CH2:11][CH2:10]1)[CH3:8])([CH3:4])([CH3:3])[CH3:2].[CH3:21][S:22](Cl)(=[O:24])=[O:23].N1C=CC=CC=1.O, predict the reaction product. The product is: [C:1]([O:5][C:6]([N:7]([CH3:8])[C@H:9]1[CH2:10][CH2:11][C@H:12]([C:15]#[C:16][CH2:17][CH2:18][O:19][S:22]([CH3:21])(=[O:24])=[O:23])[CH2:13][CH2:14]1)=[O:20])([CH3:3])([CH3:2])[CH3:4]. (2) Given the reactants [Li+].[OH-].C([O:5][C:6]([C:8]12[CH2:25][CH:24]1[CH:23]=[CH:22][CH2:21][CH2:20][CH2:19][CH2:18][N:17]([CH3:26])[C:16](=[O:27])[CH:15]1[CH:11]([CH2:12][CH:13]([O:28][C:29]3[C:38]4[C:33](=[C:34]([CH3:41])[C:35]([O:39][CH3:40])=[CH:36][CH:37]=4)[N:32]=[C:31]([C:42]4[CH:47]=[CH:46][CH:45]=[C:44]([CH:48]([CH3:50])[CH3:49])[N:43]=4)[CH:30]=3)[CH2:14]1)[C:10](=[O:51])[NH:9]2)=[O:7])C.C(O)(=O)C, predict the reaction product. The product is: [CH:48]([C:44]1[N:43]=[C:42]([C:31]2[CH:30]=[C:29]([O:28][CH:13]3[CH2:12][CH:11]4[CH:15]([C:16](=[O:27])[N:17]([CH3:26])[CH2:18][CH2:19][CH2:20][CH2:21][CH:22]=[CH:23][CH:24]5[C:8]([C:6]([OH:7])=[O:5])([NH:9][C:10]4=[O:51])[CH2:25]5)[CH2:14]3)[C:38]3[C:33](=[C:34]([CH3:41])[C:35]([O:39][CH3:40])=[CH:36][CH:37]=3)[N:32]=2)[CH:47]=[CH:46][CH:45]=1)([CH3:50])[CH3:49]. (3) Given the reactants O.[NH2:2][NH2:3].[OH:4][C:5]1[C:10]([C:11]([O:13]C)=O)=[CH:9][CH:8]=[CH:7][N:6]=1, predict the reaction product. The product is: [O:4]=[C:5]1[C:10]([C:11]([NH:2][NH2:3])=[O:13])=[CH:9][CH:8]=[CH:7][NH:6]1. (4) The product is: [NH2:26][C:21]1[CH:22]=[CH:23][CH:24]=[CH:25][C:20]=1[NH:27][S:16]([C:4]1[CH:5]=[C:6]([S:9]([C:12]([F:15])([F:14])[F:13])(=[O:11])=[O:10])[CH:7]=[CH:8][C:3]=1[O:2][CH3:1])(=[O:18])=[O:17]. Given the reactants [CH3:1][O:2][C:3]1[CH:8]=[CH:7][C:6]([S:9]([C:12]([F:15])([F:14])[F:13])(=[O:11])=[O:10])=[CH:5][C:4]=1[S:16](Cl)(=[O:18])=[O:17].[C:20]1([NH2:27])[C:21]([NH2:26])=[CH:22][CH:23]=[CH:24][CH:25]=1.N1C=CC=CC=1, predict the reaction product. (5) Given the reactants Cl.[Br:2][C:3]1[CH:4]=[C:5]2[C:10](=[CH:11][CH:12]=1)[CH:9]=[C:8]([S:13]([C:16]1[CH:29]=[CH:28][C:19]([C:20]([CH:22]3[CH2:27][CH2:26][NH:25][CH2:24][CH2:23]3)=[O:21])=[CH:18][CH:17]=1)(=[O:15])=[O:14])[CH:7]=[CH:6]2.[C:30]([O:34][C:35]([NH:37][CH2:38][C:39](O)=[O:40])=[O:36])([CH3:33])([CH3:32])[CH3:31].O.ON1C2C=CC=CC=2N=N1.Cl.C(N=C=NCCCN(C)C)C.CN1CCOCC1, predict the reaction product. The product is: [C:30]([O:34][C:35]([NH:37][CH2:38][C:39]([N:25]1[CH2:24][CH2:23][CH:22]([C:20](=[O:21])[C:19]2[CH:28]=[CH:29][C:16]([S:13]([C:8]3[CH:7]=[CH:6][C:5]4[C:10](=[CH:11][CH:12]=[C:3]([Br:2])[CH:4]=4)[CH:9]=3)(=[O:15])=[O:14])=[CH:17][CH:18]=2)[CH2:27][CH2:26]1)=[O:40])=[O:36])([CH3:33])([CH3:32])[CH3:31]. (6) The product is: [C:2](=[O:3])([O:17][CH2:16][CH2:15][O:14][CH2:13][CH2:12][O:11][CH2:10][CH2:9][O:8][CH3:7])[O:4][CH2:5][Cl:6]. Given the reactants Cl[C:2]([O:4][CH2:5][Cl:6])=[O:3].[CH3:7][O:8][CH2:9][CH2:10][O:11][CH2:12][CH2:13][O:14][CH2:15][CH2:16][OH:17].N1C=CC=CC=1, predict the reaction product.